The task is: Predict the reaction yield, written as a fraction of the theoretical maximum amount of product (1.0 means a 100% yield; for example, 0.34 means a 34% yield).. This data is from Reaction yield outcomes from USPTO patents with 853,638 reactions. The reactants are [I:1][C:2]1[CH:3]=[C:4]([NH3+:16])[CH:5]=[C:6]([C:8](=[O:15])[NH:9][CH:10]([CH3:14])[CH2:11][O:12][CH3:13])[CH:7]=1.[N-:17]=[N+:18]=[N-:19].[Na+].[CH:21](OCC)(OCC)OCC. The catalyst is CC(O)=O. The product is [I:1][C:2]1[CH:7]=[C:6]([CH:5]=[C:4]([N:16]2[CH:21]=[N:19][N:18]=[N:17]2)[CH:3]=1)[C:8]([NH:9][CH:10]([CH3:14])[CH2:11][O:12][CH3:13])=[O:15]. The yield is 0.720.